From a dataset of Reaction yield outcomes from USPTO patents with 853,638 reactions. Predict the reaction yield, written as a fraction of the theoretical maximum amount of product (1.0 means a 100% yield; for example, 0.34 means a 34% yield). (1) The reactants are [C:1]([C:5]1[N:6]=[C:7]([NH:10][C:11]([C:13]2[CH:24]=[CH:23][N:16]3[C:17](=[O:22])[CH2:18][C:19](=O)[N:20]=[C:15]3[CH:14]=2)=[O:12])[S:8][CH:9]=1)([CH3:4])([CH3:3])[CH3:2].C(N(C(C)C)CC)(C)C.P(Cl)(OC1C=CC=CC=1)(OC1C=CC=CC=1)=O.FC(F)(F)C(O)=O.[CH3:58][N:59]([CH3:68])[C:60]([CH:62]1[CH2:67][CH2:66][CH2:65][NH:64][CH2:63]1)=[O:61].C(=O)([O-])O.[Na+]. The catalyst is CN(C)C=O.C(#N)C. The product is [C:1]([C:5]1[N:6]=[C:7]([NH:10][C:11]([C:13]2[CH:24]=[CH:23][N:16]3[C:17](=[O:22])[CH:18]=[C:19]([N:64]4[CH2:65][CH2:66][CH2:67][CH:62]([C:60]([N:59]([CH3:68])[CH3:58])=[O:61])[CH2:63]4)[N:20]=[C:15]3[CH:14]=2)=[O:12])[S:8][CH:9]=1)([CH3:2])([CH3:4])[CH3:3]. The yield is 0.203. (2) The reactants are Cl[C:2]1[CH:7]=[CH:6][N:5]=[C:4]2[N:8]([C:15]3[CH:22]=[CH:21][C:18]([C:19]#[N:20])=[CH:17][C:16]=3[CH3:23])[N:9]=[C:10]([C:11]([F:14])([F:13])[F:12])[C:3]=12.COC1C2C(=C3C(=CC=2)C(OC)=CC=N3)N=CC=1.C(=O)([O-])[O-].[Cs+].[Cs+].Cl.[CH3:49][N:50]1[CH:54]=[C:53]([C:55]2[N:56]=[CH:57][NH:58][CH:59]=2)[CH:52]=[N:51]1. The catalyst is CS(C)=O.C(OCC)(=O)C.[Cu-]=O. The product is [CH3:23][C:16]1[CH:17]=[C:18]([CH:21]=[CH:22][C:15]=1[N:8]1[C:4]2=[N:5][CH:6]=[CH:7][C:2]([N:58]3[CH:59]=[C:55]([C:53]4[CH:52]=[N:51][N:50]([CH3:49])[CH:54]=4)[N:56]=[CH:57]3)=[C:3]2[C:10]([C:11]([F:14])([F:13])[F:12])=[N:9]1)[C:19]#[N:20]. The yield is 0.380. (3) The reactants are [OH:1][C:2]1[CH:18]=[CH:17][C:5]([C:6]([NH:8][NH:9][C:10]([O:12][C:13]([CH3:16])([CH3:15])[CH3:14])=[O:11])=[O:7])=[CH:4][CH:3]=1.O[C@H:20]([CH2:31][C:32]1[CH:37]=[CH:36][CH:35]=[CH:34][CH:33]=1)[C:21]([O:23][CH2:24][C:25]1[CH:30]=[CH:29][CH:28]=[CH:27][CH:26]=1)=[O:22].C1(P(C2C=CC=CC=2)C2C=CC=CC=2)C=CC=CC=1. The catalyst is N(C(OCC)=O)=NC(OCC)=O. The product is [CH2:31]([C@H:20]([O:1][C:2]1[CH:3]=[CH:4][C:5]([C:6]([NH:8][NH:9][C:10]([O:12][C:13]([CH3:15])([CH3:14])[CH3:16])=[O:11])=[O:7])=[CH:17][CH:18]=1)[C:21]([O:23][CH2:24][C:25]1[CH:30]=[CH:29][CH:28]=[CH:27][CH:26]=1)=[O:22])[C:32]1[CH:33]=[CH:34][CH:35]=[CH:36][CH:37]=1. The yield is 0.560. (4) The reactants are C[N+]1([O-])CCOCC1.[CH3:9][C:10]([C@@H:14]1[C@:22]2([CH3:23])[C@H:17]([C@@H:18]([OH:24])[CH2:19][CH2:20][CH2:21]2)[CH2:16][CH2:15]1)([CH3:13])[CH2:11][CH3:12]. The catalyst is C(Cl)Cl.CCC[N+](CCC)(CCC)CCC.[O-][Ru](=O)(=O)=O. The product is [CH3:13][C:10]([C@@H:14]1[C@:22]2([CH3:23])[C@H:17]([C:18](=[O:24])[CH2:19][CH2:20][CH2:21]2)[CH2:16][CH2:15]1)([CH3:9])[CH2:11][CH3:12]. The yield is 0.780. (5) The reactants are [C:1]1([S:7]([N:10]2[CH:14]=[CH:13][C:12]([CH2:15][C:16]([OH:18])=O)=[CH:11]2)(=[O:9])=[O:8])[CH:6]=[CH:5][CH:4]=[CH:3][CH:2]=1.[Li]N([Si](C)(C)C)[Si](C)(C)C.COC(=O)[C:32]1[CH:37]=[CH:36][CH:35]=[C:34]([F:38])[C:33]=1[F:39].Cl. The catalyst is C1COCC1. The product is [C:1]1([S:7]([N:10]2[CH:14]=[CH:13][C:12]([CH2:15][C:16]([C:32]3[CH:37]=[CH:36][CH:35]=[C:34]([F:38])[C:33]=3[F:39])=[O:18])=[CH:11]2)(=[O:8])=[O:9])[CH:2]=[CH:3][CH:4]=[CH:5][CH:6]=1. The yield is 0.580. (6) The reactants are Cl.[F:2][C:3]1[CH:11]=[C:10]2[C:6]([C:7]([C:21]3[CH:22]=[N:23][N:24]([CH2:26][CH2:27][NH2:28])[CH:25]=3)=[CH:8][N:9]2[S:12]([C:15]2[CH:20]=[CH:19][CH:18]=[CH:17][CH:16]=2)(=[O:14])=[O:13])=[CH:5][CH:4]=1.[CH3:29][C:30](OC(C)=O)=[O:31]. The catalyst is N1C=CC=CC=1. The product is [F:2][C:3]1[CH:11]=[C:10]2[C:6]([C:7]([C:21]3[CH:22]=[N:23][N:24]([CH2:26][CH2:27][NH:28][C:30](=[O:31])[CH3:29])[CH:25]=3)=[CH:8][N:9]2[S:12]([C:15]2[CH:16]=[CH:17][CH:18]=[CH:19][CH:20]=2)(=[O:14])=[O:13])=[CH:5][CH:4]=1. The yield is 0.520. (7) The reactants are [N:1]([CH2:4][C:5]([NH:7][CH:8]([CH2:13][S:14][CH2:15][C:16]1[CH:21]=[CH:20][CH:19]=[C:18]([O:22]C2CCCCO2)[CH:17]=1)[C:9]([O:11][CH3:12])=[O:10])=[O:6])=[N+:2]=[N-:3]. The catalyst is Cl.CO. The product is [N:1]([CH2:4][C:5]([NH:7][CH:8]([CH2:13][S:14][CH2:15][C:16]1[CH:21]=[CH:20][CH:19]=[C:18]([OH:22])[CH:17]=1)[C:9]([O:11][CH3:12])=[O:10])=[O:6])=[N+:2]=[N-:3]. The yield is 1.00.